This data is from Full USPTO retrosynthesis dataset with 1.9M reactions from patents (1976-2016). The task is: Predict the reactants needed to synthesize the given product. Given the product [CH:24]1([CH2:23][N:16]2[C:17]3[C:22](=[CH:21][CH:20]=[CH:19][CH:18]=3)[C:14]([CH:11]3[CH2:12][CH2:13][NH:8][CH2:9][CH2:10]3)=[CH:15]2)[CH2:25][CH2:26]1, predict the reactants needed to synthesize it. The reactants are: [OH-].[K+].C(OC([N:8]1[CH2:13][CH2:12][CH:11]([C:14]2[C:22]3[C:17](=[CH:18][CH:19]=[CH:20][CH:21]=3)[N:16]([CH2:23][CH:24]3[CH2:26][CH2:25]3)[CH:15]=2)[CH2:10][CH2:9]1)=O)C.